This data is from Full USPTO retrosynthesis dataset with 1.9M reactions from patents (1976-2016). The task is: Predict the reactants needed to synthesize the given product. (1) The reactants are: [Cl:1][C:2]1[N:7]=[C:6]([CH2:8][C:9]2[CH:14]=[CH:13][C:12]([N+:15]([O-])=O)=[CH:11][CH:10]=2)[N:5]2[CH:18]=[CH:19][N:20]=[C:4]2[C:3]=1[CH2:21][C:22]([O:24][CH3:25])=[O:23].O.O.Cl[Sn]Cl.C([O-])(O)=O.[Na+].CCOC(C)=O. Given the product [Cl:1][C:2]1[N:7]=[C:6]([CH2:8][C:9]2[CH:14]=[CH:13][C:12]([NH2:15])=[CH:11][CH:10]=2)[N:5]2[CH:18]=[CH:19][N:20]=[C:4]2[C:3]=1[CH2:21][C:22]([O:24][CH3:25])=[O:23], predict the reactants needed to synthesize it. (2) Given the product [O:24]=[C:15]1[N:14]([CH2:25][CH2:26][CH3:27])[C:13]2[N:12]=[C:11]([C:6]34[CH2:7][CH2:8][C:3]([CH2:2][O:1][S:29]([CH3:28])(=[O:31])=[O:30])([CH2:10][CH2:9]3)[CH2:4][CH2:5]4)[NH:19][C:18]=2[C:17](=[O:20])[N:16]1[CH2:21][CH2:22][CH3:23], predict the reactants needed to synthesize it. The reactants are: [OH:1][CH2:2][C:3]12[CH2:10][CH2:9][C:6]([C:11]3[NH:19][C:18]4[C:17](=[O:20])[N:16]([CH2:21][CH2:22][CH3:23])[C:15](=[O:24])[N:14]([CH2:25][CH2:26][CH3:27])[C:13]=4[N:12]=3)([CH2:7][CH2:8]1)[CH2:5][CH2:4]2.[CH3:28][S:29](Cl)(=[O:31])=[O:30]. (3) Given the product [Cl:1][C:2]1[C:3]2[N:4]([C:22]([CH2:23][CH:24]3[CH2:26][CH2:25]3)=[N:21][N:20]=2)[N:5]=[CH:6][C:7]=1[N:8]1[CH2:13][CH2:12][CH:11]([C:14]2[CH:19]=[CH:18][N:17]=[CH:16][CH:15]=2)[CH2:10][CH2:9]1, predict the reactants needed to synthesize it. The reactants are: [Cl:1][C:2]1[C:7]([N:8]2[CH2:13][CH2:12][CH:11]([C:14]3[CH:19]=[CH:18][N:17]=[CH:16][CH:15]=3)[CH2:10][CH2:9]2)=[CH:6][N:5]=[N:4][C:3]=1[NH:20][NH:21][C:22](=O)[CH2:23][CH:24]1[CH2:26][CH2:25]1.P(Cl)(Cl)(Cl)=O. (4) Given the product [Cl:20][C:21]1[N:30]=[C:29]([C:31]2[CH:36]=[CH:35][CH:34]=[C:33]([Cl:37])[CH:32]=2)[C:28]2[C:23](=[CH:24][CH:25]=[C:26]([C:38]([C:11]3[N:7]([CH3:6])[CH:8]=[N:9][CH:10]=3)([C:40]3[CH:41]=[C:42]4[C:47](=[CH:48][CH:49]=3)[N:46]=[CH:45][CH:44]=[CH:43]4)[OH:39])[CH:27]=2)[N:22]=1, predict the reactants needed to synthesize it. The reactants are: [Li]CCCC.[CH3:6][N:7]1[CH:11]=[CH:10][N:9]=[CH:8]1.Cl[Si](CC)(CC)CC.[Cl:20][C:21]1[N:30]=[C:29]([C:31]2[CH:36]=[CH:35][CH:34]=[C:33]([Cl:37])[CH:32]=2)[C:28]2[C:23](=[CH:24][CH:25]=[C:26]([C:38]([C:40]3[CH:41]=[C:42]4[C:47](=[CH:48][CH:49]=3)[N:46]=[CH:45][CH:44]=[CH:43]4)=[O:39])[CH:27]=2)[N:22]=1. (5) Given the product [C:1]([OH:4])(=[O:3])[CH3:2].[NH2:5][C:6]1[C:7]([N:12]2[C:16](=[O:17])[NH:15][C:14]([CH:18]([NH:32][C:33]3[CH:34]=[CH:35][C:36]([C:37]([NH2:39])=[NH:38])=[CH:40][CH:41]=3)[C:19]3[CH:24]=[C:23]([O:25][CH3:26])[CH:22]=[C:21]([O:27][CH2:28][CH2:29][OH:30])[CH:20]=3)=[N:13]2)=[N:8][CH:9]=[CH:10][CH:11]=1, predict the reactants needed to synthesize it. The reactants are: [C:1]([OH:4])(=[O:3])[CH3:2].[NH2:5][C:6]1[C:7]([N:12]2[C:16](=[O:17])[NH:15][C:14]([CH:18]([NH:32][C:33]3[CH:41]=[CH:40][C:36]([C:37]([NH2:39])=[NH:38])=[CH:35][CH:34]=3)[C:19]3[CH:24]=[C:23]([O:25][CH3:26])[CH:22]=[C:21]([O:27][CH2:28][CH2:29][OH:30])[C:20]=3F)=[N:13]2)=[N:8][CH:9]=[CH:10][CH:11]=1.COC(=O)N=C(SC)C(C1C=C(OC)C=C(O)C=1)=NC1C=CC(C2N=C(C)ON=2)=CC=1. (6) Given the product [F:8][C:4]1[CH:5]=[CH:6][CH:7]=[C:2]([F:1])[C:3]=1[C:9]1[C:18]2[CH:17]=[C:16]([CH2:19][OH:20])[CH:15]=[CH:14][C:13]=2[C:12]2[NH:21][N:22]=[C:23]([NH:24][CH:25]3[CH2:30][CH2:29][N:28]([S:31]([CH3:34])(=[O:32])=[O:33])[CH2:27][CH2:26]3)[C:11]=2[N:10]=1, predict the reactants needed to synthesize it. The reactants are: [F:1][C:2]1[CH:7]=[CH:6][CH:5]=[C:4]([F:8])[C:3]=1[C:9]1[C:18]2[CH:17]=[C:16]([CH2:19][OH:20])[CH:15]=[CH:14][C:13]=2[C:12]2[N:21](COCC[Si](C)(C)C)[N:22]=[C:23]([NH:24][CH:25]3[CH2:30][CH2:29][N:28]([S:31]([CH3:34])(=[O:33])=[O:32])[CH2:27][CH2:26]3)[C:11]=2[N:10]=1.C(O)(C(F)(F)F)=O.N. (7) The reactants are: [CH3:1][C:2]1([CH3:29])[CH2:7][CH2:6][C:5]([C:8]2[CH:13]=[C:12]([C:14]([CH3:18])([CH3:17])[CH:15]=O)[CH:11]=[CH:10][C:9]=2[NH:19][C:20]([C:22]2[NH:23][CH:24]=[C:25]([C:27]#[N:28])[N:26]=2)=[O:21])=[CH:4][CH2:3]1.[CH3:30][C:31]1([CH3:39])[O:38][CH:34]2[CH2:35][NH:36][CH2:37][CH:33]2[O:32]1. Given the product [CH3:1][C:2]1([CH3:29])[CH2:7][CH2:6][C:5]([C:8]2[CH:13]=[C:12]([C:14]([CH3:15])([CH3:17])[CH2:18][N:36]3[CH2:37][CH:33]4[O:32][C:31]([CH3:39])([CH3:30])[O:38][CH:34]4[CH2:35]3)[CH:11]=[CH:10][C:9]=2[NH:19][C:20]([C:22]2[NH:23][CH:24]=[C:25]([C:27]#[N:28])[N:26]=2)=[O:21])=[CH:4][CH2:3]1, predict the reactants needed to synthesize it.